Dataset: Forward reaction prediction with 1.9M reactions from USPTO patents (1976-2016). Task: Predict the product of the given reaction. (1) Given the reactants [Cl:1][C:2]1[C:7]([C:8]([F:11])([F:10])[F:9])=[CH:6][CH:5]=[CH:4][C:3]=1[CH2:12][C:13]#[N:14].[CH2:15](N)[CH2:16][NH2:17], predict the reaction product. The product is: [Cl:1][C:2]1[C:7]([C:8]([F:10])([F:11])[F:9])=[CH:6][CH:5]=[CH:4][C:3]=1[CH2:12][C:13]1[NH:17][CH2:16][CH2:15][N:14]=1. (2) Given the reactants [Cl:1][C:2]1[CH:7]=[CH:6][C:5]([C:8]2[N:12]([C:13]3[CH:18]=[CH:17][C:16]([Cl:19])=[CH:15][C:14]=3[Cl:20])[N:11]=[C:10]([C:21]([O:23][CH3:24])=[O:22])[C:9]=2[CH3:25])=[CH:4][CH:3]=1.C1C(=O)N([Br:33])C(=O)C1.C(OOC(=O)C1C=CC=CC=1)(=O)C1C=CC=CC=1, predict the reaction product. The product is: [Br:33][CH2:25][C:9]1[C:10]([C:21]([O:23][CH3:24])=[O:22])=[N:11][N:12]([C:13]2[CH:18]=[CH:17][C:16]([Cl:19])=[CH:15][C:14]=2[Cl:20])[C:8]=1[C:5]1[CH:4]=[CH:3][C:2]([Cl:1])=[CH:7][CH:6]=1. (3) Given the reactants Br[C:2]1[CH:3]=[C:4]([C:8]([O:10][CH3:11])=[O:9])[S:5][C:6]=1[Cl:7].[CH3:12][N:13]1[C:17](B2OC(C)(C)C(C)(C)O2)=[CH:16][CH:15]=[N:14]1.C(=O)([O-])[O-].[K+].[K+], predict the reaction product. The product is: [Cl:7][C:6]1[S:5][C:4]([C:8]([O:10][CH3:11])=[O:9])=[CH:3][C:2]=1[C:17]1[N:13]([CH3:12])[N:14]=[CH:15][CH:16]=1. (4) Given the reactants Br[CH2:2][C:3]([C:5]1[CH:10]=[CH:9][C:8]([Cl:11])=[CH:7][CH:6]=1)=[O:4].C([O-])=[O:13].[K+], predict the reaction product. The product is: [Cl:11][C:8]1[CH:9]=[CH:10][C:5]([C:3](=[O:4])[CH2:2][OH:13])=[CH:6][CH:7]=1.